From a dataset of Peptide-MHC class I binding affinity with 185,985 pairs from IEDB/IMGT. Regression. Given a peptide amino acid sequence and an MHC pseudo amino acid sequence, predict their binding affinity value. This is MHC class I binding data. (1) The peptide sequence is FVMCLEAKT. The MHC is HLA-A02:06 with pseudo-sequence HLA-A02:06. The binding affinity (normalized) is 0.285. (2) The peptide sequence is GAFDLSHFL. The MHC is HLA-A30:02 with pseudo-sequence HLA-A30:02. The binding affinity (normalized) is 0.0677.